This data is from Catalyst prediction with 721,799 reactions and 888 catalyst types from USPTO. The task is: Predict which catalyst facilitates the given reaction. Reactant: [NH2:1][CH:2]1[CH2:7][CH2:6][N:5]([CH2:8][CH2:9][N:10]2[C:19]3[C:14](=[CH:15][CH:16]=[C:17]([C:20]#[N:21])[CH:18]=3)[N:13]=[CH:12][C:11]2=[O:22])[CH2:4][CH2:3]1.[O:23]1[C:32]2[CH:31]=[C:30]([CH:33]=O)[N:29]=[CH:28][C:27]=2[O:26][CH2:25][CH2:24]1.C(O[BH-](OC(=O)C)OC(=O)C)(=O)C.[Na+].C(=O)([O-])O.[Na+]. Product: [O:23]1[C:32]2[CH:31]=[C:30]([CH2:33][NH:1][CH:2]3[CH2:7][CH2:6][N:5]([CH2:8][CH2:9][N:10]4[C:19]5[C:14](=[CH:15][CH:16]=[C:17]([C:20]#[N:21])[CH:18]=5)[N:13]=[CH:12][C:11]4=[O:22])[CH2:4][CH2:3]3)[N:29]=[CH:28][C:27]=2[O:26][CH2:25][CH2:24]1. The catalyst class is: 671.